Regression. Given two drug SMILES strings and cell line genomic features, predict the synergy score measuring deviation from expected non-interaction effect. From a dataset of NCI-60 drug combinations with 297,098 pairs across 59 cell lines. (1) Drug 1: C1=CN(C=N1)CC(O)(P(=O)(O)O)P(=O)(O)O. Drug 2: C(=O)(N)NO. Cell line: SF-295. Synergy scores: CSS=3.06, Synergy_ZIP=1.06, Synergy_Bliss=1.90, Synergy_Loewe=3.29, Synergy_HSA=-0.114. (2) Drug 1: CCN(CC)CCNC(=O)C1=C(NC(=C1C)C=C2C3=C(C=CC(=C3)F)NC2=O)C. Drug 2: C1CN1C2=NC(=NC(=N2)N3CC3)N4CC4. Cell line: SR. Synergy scores: CSS=62.4, Synergy_ZIP=1.30, Synergy_Bliss=0.0154, Synergy_Loewe=-19.9, Synergy_HSA=-3.15. (3) Drug 1: C1CC(=O)NC(=O)C1N2CC3=C(C2=O)C=CC=C3N. Synergy scores: CSS=-1.09, Synergy_ZIP=0.271, Synergy_Bliss=0.175, Synergy_Loewe=-0.371, Synergy_HSA=-0.965. Cell line: M14. Drug 2: CC(C)CN1C=NC2=C1C3=CC=CC=C3N=C2N. (4) Drug 1: CC1=C(C(CCC1)(C)C)C=CC(=CC=CC(=CC(=O)O)C)C. Drug 2: CC12CCC3C(C1CCC2O)C(CC4=C3C=CC(=C4)O)CCCCCCCCCS(=O)CCCC(C(F)(F)F)(F)F. Cell line: EKVX. Synergy scores: CSS=15.4, Synergy_ZIP=0.781, Synergy_Bliss=3.42, Synergy_Loewe=-2.08, Synergy_HSA=2.26. (5) Drug 1: CNC(=O)C1=CC=CC=C1SC2=CC3=C(C=C2)C(=NN3)C=CC4=CC=CC=N4. Drug 2: CC1=CC=C(C=C1)C2=CC(=NN2C3=CC=C(C=C3)S(=O)(=O)N)C(F)(F)F. Cell line: NCI-H226. Synergy scores: CSS=3.00, Synergy_ZIP=-1.42, Synergy_Bliss=-0.411, Synergy_Loewe=-3.07, Synergy_HSA=-1.59. (6) Drug 1: CN(CCCl)CCCl.Cl. Drug 2: CC(C)CN1C=NC2=C1C3=CC=CC=C3N=C2N. Synergy scores: CSS=69.2, Synergy_ZIP=0.914, Synergy_Bliss=2.71, Synergy_Loewe=2.09, Synergy_HSA=2.14. Cell line: HL-60(TB).